Dataset: Tyrosyl-DNA phosphodiesterase HTS with 341,365 compounds. Task: Binary Classification. Given a drug SMILES string, predict its activity (active/inactive) in a high-throughput screening assay against a specified biological target. (1) The result is 0 (inactive). The compound is [nH]1nccc1CCN. (2) The compound is s1c(N2CCN(CC2)c2c3c(nc(c2)C)cccc3)nc(c1)c1ccccc1. The result is 0 (inactive). (3) The compound is s1cc(nc1/C=C\c1cc(NC(=O)CC(CC)(CC)C(O)=O)ccc1)C1CCC1. The result is 0 (inactive). (4) The molecule is O=c1n(nc(c2c1cccc2)C(=O)NCCc1occc1)Cc1ccccc1. The result is 0 (inactive). (5) The drug is S1(=O)(=O)CC(NC(=O)COC(=O)C(/NC(=O)C)=C/c2ccccc2)CC1. The result is 0 (inactive). (6) The molecule is S(=O)(=O)(NC(c1c(cccc1)C)CC(O)=O)c1cc2N(CC(Oc2cc1)C)C(=O)C. The result is 0 (inactive). (7) The molecule is s1c(C2=NN(C(C2)c2occc2)C(=O)CN(CC)CC)ccc1. The result is 0 (inactive). (8) The drug is s1c(NC(=O)c2cc(NC(=O)C(C)C)ccc2)ncc1. The result is 0 (inactive). (9) The molecule is O(CC(=O)Nc1c(ccc(c1)C(OC)=O)C(OC)=O)C(=O)c1c(OC)c(OC)c(OC)cc1. The result is 0 (inactive).